Predict the reaction yield, written as a fraction of the theoretical maximum amount of product (1.0 means a 100% yield; for example, 0.34 means a 34% yield). From a dataset of Reaction yield outcomes from USPTO patents with 853,638 reactions. (1) The reactants are [CH2:1]([O:8][C:9]1[N:24]=[C:23]([C:25]2[CH:33]=[CH:32][C:31]3[N:30]4[CH2:34][CH:35]([NH:37]C(OC(C)(C)C)=O)[CH2:36][C:29]4=[CH:28][C:27]=3[CH:26]=2)[C:22]([CH3:45])=[C:21]([O:46][CH2:47][C:48]2[CH:53]=[CH:52][CH:51]=[CH:50][CH:49]=2)[C:10]=1[C:11]([O:13][CH2:14][C:15]1[CH:20]=[CH:19][CH:18]=[CH:17][CH:16]=1)=[O:12])[C:2]1[CH:7]=[CH:6][CH:5]=[CH:4][CH:3]=1. The catalyst is FC(F)(F)C(O)=O. The product is [NH2:37][CH:35]1[CH2:34][N:30]2[C:31]3[CH:32]=[CH:33][C:25]([C:23]4[C:22]([CH3:45])=[C:21]([O:46][CH2:47][C:48]5[CH:49]=[CH:50][CH:51]=[CH:52][CH:53]=5)[C:10]([C:11]([O:13][CH2:14][C:15]5[CH:20]=[CH:19][CH:18]=[CH:17][CH:16]=5)=[O:12])=[C:9]([O:8][CH2:1][C:2]5[CH:3]=[CH:4][CH:5]=[CH:6][CH:7]=5)[N:24]=4)=[CH:26][C:27]=3[CH:28]=[C:29]2[CH2:36]1. The yield is 0.640. (2) The reactants are [NH2:1][CH2:2][C:3]1[N:7]([CH2:8][CH2:9][OH:10])[C:6]2[CH:11]=[CH:12][C:13]([Br:15])=[CH:14][C:5]=2[N:4]=1.C([O-])([O-])=O.[K+].[K+].[C:22](O[C:22]([O:24][C:25]([CH3:28])([CH3:27])[CH3:26])=[O:23])([O:24][C:25]([CH3:28])([CH3:27])[CH3:26])=[O:23]. The catalyst is O.CC(O)C.O. The product is [Br:15][C:13]1[CH:12]=[CH:11][C:6]2[N:7]([CH2:8][CH2:9][OH:10])[C:3]([CH2:2][NH:1][C:22](=[O:23])[O:24][C:25]([CH3:28])([CH3:27])[CH3:26])=[N:4][C:5]=2[CH:14]=1. The yield is 0.890. (3) The reactants are [N:1]1[N:2]=[C:3]([C:10]2[CH:19]=[CH:18][C:17]3[C:12](=[C:13]([O:20][C@H:21]4[CH2:26][CH2:25][N:24]([C:27]([O:29][C:30]([CH3:33])([CH3:32])[CH3:31])=[O:28])[C@H:23]([C:34](O)=[O:35])[CH2:22]4)[CH:14]=[CH:15][CH:16]=3)[N:11]=2)[N:4]2[CH:9]=[CH:8][CH:7]=[CH:6][C:5]=12. The catalyst is C1COCC1. The product is [N:1]1[N:2]=[C:3]([C:10]2[CH:19]=[CH:18][C:17]3[C:12](=[C:13]([O:20][C@H:21]4[CH2:26][CH2:25][N:24]([C:27]([O:29][C:30]([CH3:31])([CH3:32])[CH3:33])=[O:28])[C@H:23]([CH2:34][OH:35])[CH2:22]4)[CH:14]=[CH:15][CH:16]=3)[N:11]=2)[N:4]2[CH:9]=[CH:8][CH:7]=[CH:6][C:5]=12. The yield is 0.570. (4) The reactants are [NH:1]1[CH2:6][CH2:5][CH2:4][CH2:3][CH2:2]1.Br[CH:8]([CH3:12])[C:9]([NH2:11])=[O:10]. The catalyst is CO. The product is [N:1]1([CH2:12][CH2:8][C:9]([NH2:11])=[O:10])[CH2:6][CH2:5][CH2:4][CH2:3][CH2:2]1. The yield is 0.224. (5) The reactants are [CH2:1]([O:8][C:9]([NH:11][C:12]([CH2:22][OH:23])([CH2:18][CH2:19][CH:20]=[CH2:21])[C:13]([O:15][CH2:16][CH3:17])=[O:14])=[O:10])[C:2]1[CH:7]=[CH:6][CH:5]=[CH:4][CH:3]=1.CO[C:26](OC)([CH3:28])[CH3:27].C1(C)C=CC(S(O)(=O)=O)=CC=1. The catalyst is C1(C)C=CC=CC=1. The product is [CH2:18]([C:12]1([C:13]([O:15][CH2:16][CH3:17])=[O:14])[CH2:22][O:23][C:26]([CH3:28])([CH3:27])[N:11]1[C:9]([O:8][CH2:1][C:2]1[CH:3]=[CH:4][CH:5]=[CH:6][CH:7]=1)=[O:10])[CH2:19][CH:20]=[CH2:21]. The yield is 0.570.